From a dataset of Forward reaction prediction with 1.9M reactions from USPTO patents (1976-2016). Predict the product of the given reaction. (1) Given the reactants [F:1][C:2]1[CH:3]=[C:4]([OH:12])[CH:5]=[C:6]([C:8]([F:11])([F:10])[F:9])[CH:7]=1.[CH2:13]([N:15]([CH2:19][CH3:20])[C:16](Cl)=[S:17])[CH3:14], predict the reaction product. The product is: [CH2:13]([N:15]([CH2:19][CH3:20])[C:16](=[S:17])[O:12][C:4]1[CH:5]=[C:6]([C:8]([F:10])([F:11])[F:9])[CH:7]=[C:2]([F:1])[CH:3]=1)[CH3:14]. (2) Given the reactants [CH3:1][O:2][C:3]1[CH:4]=[C:5]2[C:10](=[CH:11][C:12]=1[O:13][CH3:14])[N:9]=[CH:8][N:7]=[C:6]2[O:15][C:16]1[CH:26]=[CH:25][C:19]([O:20][CH2:21][C:22](O)=[O:23])=[CH:18][CH:17]=1.CCN=C=NCCCN(C)C.Cl.[CH:39]1[CH:40]=[CH:41]C2N(O)N=[N:45][C:43]=2[CH:44]=1.N1CCCCC1.C(=O)([O-])O.[Na+], predict the reaction product. The product is: [CH3:1][O:2][C:3]1[CH:4]=[C:5]2[C:10](=[CH:11][C:12]=1[O:13][CH3:14])[N:9]=[CH:8][N:7]=[C:6]2[O:15][C:16]1[CH:26]=[CH:25][C:19]([O:20][CH2:21][C:22]([N:45]2[CH2:41][CH2:40][CH2:39][CH2:44][CH2:43]2)=[O:23])=[CH:18][CH:17]=1. (3) Given the reactants [CH3:1][O:2][C:3]([C:5]1[CH:6]=[C:7]([C:12]2[CH:17]=[CH:16][CH:15]=[CH:14][C:13]=2[O:18][CH3:19])[CH:8]=[C:9]([NH2:11])[CH:10]=1)=[O:4].[N-:20]=[N+:21]=[N-:22].[Na+].[CH3:24]C(O)=O, predict the reaction product. The product is: [CH3:1][O:2][C:3]([C:5]1[CH:6]=[C:7]([C:12]2[CH:17]=[CH:16][CH:15]=[CH:14][C:13]=2[O:18][CH3:19])[CH:8]=[C:9]([N:11]2[CH:24]=[N:22][N:21]=[N:20]2)[CH:10]=1)=[O:4]. (4) Given the reactants [C:1]([O:5][C:6](=[O:17])[NH:7][C:8]([CH3:16])([C:10]1[NH:14][C:13](=[O:15])[O:12][N:11]=1)[CH3:9])([CH3:4])([CH3:3])[CH3:2].CO.[C:20]1(P(C2C=CC=CC=2)C2C=CC=CC=2)C=CC=CC=1.N(C(OC(C)C)=O)=NC(OC(C)C)=O, predict the reaction product. The product is: [C:1]([O:5][C:6](=[O:17])[NH:7][C:8]([CH3:9])([C:10]1[N:14]([CH3:20])[C:13](=[O:15])[O:12][N:11]=1)[CH3:16])([CH3:2])([CH3:3])[CH3:4]. (5) Given the reactants [C:1]([C:5]1[S:9][C:8](=[NH:10])[NH:7][C:6]=1[CH3:11])([CH3:4])([CH3:3])[CH3:2].C(N(CC)CC)C.[Cl:19][C:20]1[CH:21]=[CH:22][C:23]([O:29][CH3:30])=[C:24]([CH:28]=1)[C:25](Cl)=[O:26], predict the reaction product. The product is: [C:1]([C:5]1[S:9]/[C:8](=[N:10]\[C:25](=[O:26])[C:24]2[CH:28]=[C:20]([Cl:19])[CH:21]=[CH:22][C:23]=2[O:29][CH3:30])/[NH:7][C:6]=1[CH3:11])([CH3:4])([CH3:2])[CH3:3]. (6) Given the reactants [CH3:1][C:2]([O:5][C:6]([N:8]1[CH2:13][CH2:12][C:11]([C:23]#[N:24])([C:14](=[O:22])[C:15]2[CH:20]=[CH:19][C:18]([F:21])=[CH:17][CH:16]=2)[CH2:10][CH2:9]1)=[O:7])([CH3:4])[CH3:3].[BH4-].[Na+], predict the reaction product. The product is: [CH3:4][C:2]([O:5][C:6]([N:8]1[CH2:9][CH2:10][C:11]([C:23]#[N:24])([CH:14]([C:15]2[CH:16]=[CH:17][C:18]([F:21])=[CH:19][CH:20]=2)[OH:22])[CH2:12][CH2:13]1)=[O:7])([CH3:1])[CH3:3].